This data is from Reaction yield outcomes from USPTO patents with 853,638 reactions. The task is: Predict the reaction yield, written as a fraction of the theoretical maximum amount of product (1.0 means a 100% yield; for example, 0.34 means a 34% yield). (1) The reactants are [C:1]([C:3]1[CH:4]=[CH:5][C:6]([F:11])=[C:7]([CH:10]=1)[CH:8]=[O:9])#[N:2].[BH4-].[Na+]. The catalyst is CO. The product is [F:11][C:6]1[CH:5]=[CH:4][C:3]([C:1]#[N:2])=[CH:10][C:7]=1[CH2:8][OH:9]. The yield is 0.980. (2) The reactants are C([O-])([O-])=O.[K+].[K+].[CH2:7]([O:9][C:10](=[O:23])[C:11]1[CH:16]=[C:15](I)[C:14]([O:18][CH2:19][CH2:20][OH:21])=[C:13](Br)[CH:12]=1)[CH3:8].[Cl:24][C:25]1[CH:26]=[C:27](B(O)O)[CH:28]=[CH:29][CH:30]=1.[CH2:34]([Cl:36])Cl.B(O)O. The catalyst is O.Cl.C1C=CC(P(C2C=CC=CC=2)[C-]2C=CC=C2)=CC=1.C1C=CC(P(C2C=CC=CC=2)[C-]2C=CC=C2)=CC=1.Cl[Pd]Cl.[Fe+2].O1CCOCC1. The product is [CH2:7]([O:9][C:10](=[O:23])[C:11]1[CH:16]=[C:15]([C:29]2[CH:28]=[CH:27][CH:26]=[C:25]([Cl:24])[CH:30]=2)[C:14]([O:18][CH2:19][CH2:20][OH:21])=[C:13]([C:12]2[CH:11]=[CH:16][CH:15]=[C:34]([Cl:36])[CH:13]=2)[CH:12]=1)[CH3:8]. The yield is 0.350. (3) The reactants are Br[C:2]1[N:6]([S:7]([C:10]2[CH:15]=[CH:14][CH:13]=[CH:12][CH:11]=2)(=[O:9])=[O:8])[CH:5]=[C:4]([C:16]([O:18][CH3:19])=[O:17])[CH:3]=1.[CH:20]1(B(O)O)[CH2:22][CH2:21]1.C1(P(C2CCCCC2)C2CCCCC2)CCCCC1.P([O-])([O-])([O-])=O.[K+].[K+].[K+]. The catalyst is C1(C)C=CC=CC=1.O.C([O-])(=O)C.[Pd+2].C([O-])(=O)C. The product is [CH:20]1([C:2]2[N:6]([S:7]([C:10]3[CH:15]=[CH:14][CH:13]=[CH:12][CH:11]=3)(=[O:9])=[O:8])[CH:5]=[C:4]([C:16]([O:18][CH3:19])=[O:17])[CH:3]=2)[CH2:22][CH2:21]1. The yield is 0.220. (4) The reactants are [C:1]([O:5][C:6](=[O:17])[C:7]([O-])=[CH:8][C:9]([C:11]1[O:12][CH:13]=[CH:14][CH:15]=1)=O)([CH3:4])([CH3:3])[CH3:2].[Li+].Cl.[F:20][C:21]1[CH:28]=[CH:27][C:26]([NH:29][NH2:30])=[CH:25][C:22]=1[C:23]#[N:24]. The catalyst is C(O)(=O)C. The product is [C:23]([C:22]1[CH:25]=[C:26]([N:29]2[C:9]([C:11]3[O:12][CH:13]=[CH:14][CH:15]=3)=[CH:8][C:7]([C:6]([O:5][C:1]([CH3:4])([CH3:3])[CH3:2])=[O:17])=[N:30]2)[CH:27]=[CH:28][C:21]=1[F:20])#[N:24]. The yield is 0.950. (5) The reactants are [Br:1][C:2]1[S:3][CH:4]=[CH:5][C:6]=1[CH2:7][C:8]#[N:9].B.C1COCC1. No catalyst specified. The product is [Br:1][C:2]1[S:3][CH:4]=[CH:5][C:6]=1[CH2:7][CH2:8][NH2:9]. The yield is 0.920. (6) The reactants are FC(F)(F)C(O)=O.[CH3:8][S:9][C:10](=[O:27])[CH2:11][C@H:12]([NH:20][C:21](=[O:26])[CH2:22][CH2:23][CH:24]=[CH2:25])[C:13]([O:15]C(C)(C)C)=[O:14]. The catalyst is ClCCl. The product is [CH3:8][S:9][C:10](=[O:27])[CH2:11][C@H:12]([NH:20][C:21](=[O:26])[CH2:22][CH2:23][CH:24]=[CH2:25])[C:13]([OH:15])=[O:14]. The yield is 0.830. (7) The catalyst is C(Cl)Cl.C(N(CC)CC)C.C1(C)C=CC=CC=1. The reactants are [CH3:1][O:2][C:3]1[CH:4]=[C:5]2[C:10](=[CH:11][C:12]=1[O:13][CH3:14])[N:9]=[CH:8][CH:7]=[C:6]2[O:15][C:16]1[CH:22]=[CH:21][C:19]([NH2:20])=[CH:18][CH:17]=1.Cl[C:24](Cl)([O:26][C:27](=[O:33])OC(Cl)(Cl)Cl)Cl.C[C:36]1[CH:41]=[CH:40][CH:39]=[C:38]([CH3:42])[C:37]=1O.C(=O)(O)[O-].[Na+]. The product is [CH3:1][O:2][C:3]1[CH:4]=[C:5]2[C:10](=[CH:11][C:12]=1[O:13][CH3:14])[N:9]=[CH:8][CH:7]=[C:6]2[O:15][C:16]1[CH:22]=[CH:21][C:19]([NH:20][C:27](=[O:33])[O:26][C:24]2[C:40]([CH3:39])=[CH:41][CH:36]=[CH:37][C:38]=2[CH3:42])=[CH:18][CH:17]=1. The yield is 1.00.